This data is from Catalyst prediction with 721,799 reactions and 888 catalyst types from USPTO. The task is: Predict which catalyst facilitates the given reaction. (1) Reactant: [C:1](Cl)(=[O:5])C(Cl)=O.[Br:7][C:8]1[CH:9]=[C:10]([C:17]([OH:19])=O)[CH:11]=[C:12]([CH:16]=1)[C:13]([OH:15])=O.Cl.[CH3:21][NH:22][O:23][CH3:24].[CH2:25]([N:27](CC)CC)C. Product: [Br:7][C:8]1[CH:16]=[C:12]([C:13]([N:27]([O:5][CH3:1])[CH3:25])=[O:15])[CH:11]=[C:10]([CH:9]=1)[C:17]([N:22]([O:23][CH3:24])[CH3:21])=[O:19]. The catalyst class is: 198. (2) Reactant: [C:1]([O:5][C:6]([N:8]1[CH2:17][CH2:16][C:15]2[N+:14]([O-])=[C:13]([Cl:19])[CH:12]=[CH:11][C:10]=2[CH2:9]1)=[O:7])([CH3:4])([CH3:3])[CH3:2].[C:20]([O:23]C(=O)C)(=[O:22])[CH3:21]. Product: [C:20]([O:23][CH:16]1[C:15]2[N:14]=[C:13]([Cl:19])[CH:12]=[CH:11][C:10]=2[CH2:9][N:8]([C:6]([O:5][C:1]([CH3:4])([CH3:3])[CH3:2])=[O:7])[CH2:17]1)(=[O:22])[CH3:21]. The catalyst class is: 2. (3) Reactant: [CH2:1]([C:4]1[C:9]([O:10][CH3:11])=[CH:8][CH:7]=[C:6]([N+:12]([O-])=O)[N:5]=1)[CH:2]=[CH2:3]. Product: [CH3:11][O:10][C:9]1[CH:8]=[CH:7][C:6]([NH2:12])=[N:5][C:4]=1[CH2:1][CH2:2][CH3:3]. The catalyst class is: 29. (4) Reactant: [NH2:1][C:2]1[CH:11]=[CH:10][C:9]([Br:12])=[CH:8][C:3]=1[C:4]([O:6]C)=O.[CH:13]([O:16][CH2:17][C:18](OC(C)C)=[O:19])([CH3:15])[CH3:14].C[Si]([N-][Si](C)(C)C)(C)C.[K+].CO. Product: [Br:12][C:9]1[CH:8]=[C:3]2[C:2](=[CH:11][CH:10]=1)[NH:1][C:18](=[O:19])[C:17]([O:16][CH:13]([CH3:15])[CH3:14])=[C:4]2[OH:6]. The catalyst class is: 1. (5) Reactant: CS(O[CH2:6][CH:7]1[CH2:11][C:10](=[O:12])[N:9]([C@H:13]([C:16]([NH2:18])=[O:17])[CH2:14][CH3:15])[CH2:8]1)(=O)=O.[N-:19]=[N+:20]=[N-:21].[Na+].FCC1CN([C@@H](CC)C(N)=O)C(=O)C1.O=C1CC(CN2C=NN=N2)CN1[C@@H](CC)C(N)=O.O=C1CC(CN2C=NC=N2)CN1[C@@H](CC)C(N)=O.O=C1CC(CN2C=CN=N2)CN1C(CC)C(N)=O.C(SCC1CN([C@@H](CC)C(N)=O)C(=O)C1)(C)C.C(N)(=O)CCC.O=C1CC(CN2CCSCC2)CN1[C@@H](CC)C(N)=O. Product: [N:19]([CH2:6][CH:7]1[CH2:8][N:9]([C@@H:13]([CH2:14][CH3:15])[C:16]([NH2:18])=[O:17])[C:10](=[O:12])[CH2:11]1)=[N+:20]=[N-:21]. The catalyst class is: 10. (6) Reactant: [CH:1]1[C:6]([N+:7]([O-:9])=[O:8])=[CH:5][C:4]([Cl:10])=[C:3]([NH:11][C:12]([C:14]2[CH:15]=[C:16]([Cl:21])[CH:17]=[CH:18][C:19]=2[OH:20])=[O:13])[CH:2]=1.C1C=CC(P(C2C=CC=CC=2)C2C=CC=CC=2)=CC=1.[C:41]([O:45][C:46](=[O:54])[NH:47][CH2:48][CH2:49][O:50][CH2:51][CH2:52]O)([CH3:44])([CH3:43])[CH3:42].CC(OC(/N=N/C(OC(C)C)=O)=O)C. Product: [C:41]([O:45][C:46](=[O:54])[NH:47][CH2:48][CH2:49][O:50][CH2:51][CH2:52][O:20][C:19]1[CH:18]=[CH:17][C:16]([Cl:21])=[CH:15][C:14]=1[C:12](=[O:13])[NH:11][C:3]1[CH:2]=[CH:1][C:6]([N+:7]([O-:9])=[O:8])=[CH:5][C:4]=1[Cl:10])([CH3:44])([CH3:43])[CH3:42]. The catalyst class is: 1. (7) The catalyst class is: 50. Product: [CH3:18][O:17][C:9]1[CH:10]=[C:11]([CH:12]=[CH:13][C:8]=1[N:6]1[CH:7]=[C:3]([O:2][CH3:1])[N:4]=[CH:5]1)[NH2:14]. Reactant: [CH3:1][O:2][C:3]1[N:4]=[CH:5][N:6]([C:8]2[CH:13]=[CH:12][C:11]([N+:14]([O-])=O)=[CH:10][C:9]=2[O:17][CH3:18])[CH:7]=1. (8) Reactant: O[C:2]1([CH:8]([C:11]2[CH:16]=[CH:15][CH:14]=[CH:13][CH:12]=2)[C:9]#[N:10])[CH2:7][CH2:6][O:5][CH2:4][CH2:3]1.O=S(Cl)Cl. Product: [C:11]1([C:8](=[C:2]2[CH2:7][CH2:6][O:5][CH2:4][CH2:3]2)[C:9]#[N:10])[CH:12]=[CH:13][CH:14]=[CH:15][CH:16]=1. The catalyst class is: 17. (9) Reactant: [CH3:1][C@@H:2]1[N:7]2[CH:8]=[C:9]([C:24]([OH:26])=[O:25])[C:10]([C:12]3=[CH:13][C:14]([F:23])=[C:15]([N:16]4[CH2:21][CH2:20][N:19]([CH3:22])[CH2:18][CH2:17]4)[C:5](=[C:6]23)[O:4][CH2:3]1)=[O:11].[CH3:1][C@@H:2]1[N:7]2[CH:8]=[C:9]([C:24]([OH:26])=[O:25])[C:10]([C:12]3=[CH:13][C:14]([F:23])=[C:15]([N:16]4[CH2:21][CH2:20][N:19]([CH3:22])[CH2:18][CH2:17]4)[C:5](=[C:6]23)[O:4][CH2:3]1)=[O:11].O.OCC(CO)O. Product: [CH3:1][C@@H:2]1[N:7]2[C:6]3[C:12]([C:10]([C:9]([C:24]([OH:26])=[O:25])=[CH:8]2)=[O:11])=[CH:13][C:14]([F:23])=[C:15]([N:16]2[CH2:17][CH2:18][N:19]([CH3:22])[CH2:20][CH2:21]2)[C:5]=3[O:4][CH2:3]1. The catalyst class is: 6.